Task: Predict the reactants needed to synthesize the given product.. Dataset: Full USPTO retrosynthesis dataset with 1.9M reactions from patents (1976-2016) Given the product [CH3:1][O:2][C:3]1[CH:4]=[CH:5][C:6]([N:9]([C:10]2[C:19]3[C:14](=[CH:15][CH:16]=[CH:17][CH:18]=3)[N:13]=[C:12]([C:20]3[CH:25]=[CH:24][CH:23]=[CH:22][CH:21]=3)[N:11]=2)[CH3:26])=[CH:7][CH:8]=1, predict the reactants needed to synthesize it. The reactants are: [CH3:1][O:2][C:3]1[CH:8]=[CH:7][C:6]([NH:9][C:10]2[C:19]3[C:14](=[CH:15][CH:16]=[CH:17][CH:18]=3)[N:13]=[C:12]([C:20]3[CH:25]=[CH:24][CH:23]=[CH:22][CH:21]=3)[N:11]=2)=[CH:5][CH:4]=1.[CH3:26]I.